The task is: Predict the product of the given reaction.. This data is from Forward reaction prediction with 1.9M reactions from USPTO patents (1976-2016). (1) Given the reactants [C:1]1([S:7]([N:10]2[C:14]3=[N:15][N:16]=[C:17]4[C:22]([C:21](Cl)=[CH:20][CH:19]=[N:18]4)=[C:13]3[CH:12]=[CH:11]2)(=[O:9])=[O:8])[CH:6]=[CH:5][CH:4]=[CH:3][CH:2]=1.CC1(C)C(C)(C)CB([C:32]2[CH2:37][N:36]([C:38]([O:40][C:41]([CH3:44])([CH3:43])[CH3:42])=[O:39])[CH2:35][CH2:34][CH:33]=2)C1.C([O-])([O-])=O.[Na+].[Na+].O, predict the reaction product. The product is: [C:41]([O:40][C:38]([N:36]1[CH2:35][C:34]([C:21]2[C:22]3[C:17](=[N:16][N:15]=[C:14]4[N:10]([S:7]([C:1]5[CH:6]=[CH:5][CH:4]=[CH:3][CH:2]=5)(=[O:9])=[O:8])[CH:11]=[CH:12][C:13]4=3)[N:18]=[CH:19][CH:20]=2)=[CH:33][CH2:32][CH2:37]1)=[O:39])([CH3:44])([CH3:42])[CH3:43]. (2) The product is: [CH:29]1([CH2:20][NH:23][C:2]2[N:7]3[N:8]=[C:9]([NH:11][C:12](=[O:19])[C:13]4[CH:18]=[CH:17][CH:16]=[N:15][CH:14]=4)[N:10]=[C:6]3[CH:5]=[CH:4][CH:3]=2)[CH2:30][CH2:31][CH2:32][CH2:33][CH2:34]1. Given the reactants Br[C:2]1[N:7]2[N:8]=[C:9]([NH:11][C:12](=[O:19])[C:13]3[CH:18]=[CH:17][CH:16]=[N:15][CH:14]=3)[N:10]=[C:6]2[CH:5]=[CH:4][CH:3]=1.[CH:20]([N:23](C(C)C)CC)(C)C.[CH:29]1(NC)[CH2:34][CH2:33][CH2:32][CH2:31][CH2:30]1, predict the reaction product. (3) Given the reactants [CH:1]1([C:7]2[CH:8]=[CH:9][C:10]3[O:14][C:13]([C:15]4[CH:22]=[CH:21][C:18]([CH:19]=O)=[CH:17][CH:16]=4)=[CH:12][C:11]=3[CH:23]=2)[CH2:6][CH2:5][CH2:4][CH2:3][CH2:2]1.C(O)(=O)C.[NH:28]1[CH2:31][CH:30]([C:32]([OH:34])=[O:33])[CH2:29]1.C([BH3-])#N.[Na+], predict the reaction product. The product is: [CH:1]1([C:7]2[CH:8]=[CH:9][C:10]3[O:14][C:13]([C:15]4[CH:16]=[CH:17][C:18]([CH2:19][N:28]5[CH2:31][CH:30]([C:32]([OH:34])=[O:33])[CH2:29]5)=[CH:21][CH:22]=4)=[CH:12][C:11]=3[CH:23]=2)[CH2:2][CH2:3][CH2:4][CH2:5][CH2:6]1. (4) The product is: [C:1]([C:5]1[N:6]=[C:7]([NH:10][C:11]([C:13]2[CH:40]=[CH:39][N:16]3[C:17](=[O:38])[C:18](/[CH:32]=[CH:33]/[C:34]([OH:36])=[O:35])=[C:19]([N:21]4[CH2:26][CH2:25][CH2:24][CH:23]([C:27]([N:29]([CH3:30])[CH3:31])=[O:28])[CH2:22]4)[N:20]=[C:15]3[CH:14]=2)=[O:12])[S:8][CH:9]=1)([CH3:4])([CH3:2])[CH3:3]. Given the reactants [C:1]([C:5]1[N:6]=[C:7]([NH:10][C:11]([C:13]2[CH:40]=[CH:39][N:16]3[C:17](=[O:38])[C:18](/[CH:32]=[CH:33]/[C:34]([O:36]C)=[O:35])=[C:19]([N:21]4[CH2:26][CH2:25][CH2:24][CH:23]([C:27]([N:29]([CH3:31])[CH3:30])=[O:28])[CH2:22]4)[N:20]=[C:15]3[CH:14]=2)=[O:12])[S:8][CH:9]=1)([CH3:4])([CH3:3])[CH3:2].[OH-].[Na+].Cl, predict the reaction product. (5) The product is: [OH:71][C:72]1[CH:73]=[CH:74][C:75]([CH2:95][CH:96]2[CH2:105][CH2:104][C:103]3[CH:102]=[C:101]([OH:106])[CH:100]=[CH:99][C:98]=3[CH2:97]2)=[C:76]([NH:78][CH2:79][C:80]2[CH:81]=[CH:82][C:83]([O:86][CH2:87][CH2:88][N:89]3[CH2:90][CH2:91][CH2:92][CH2:93][CH2:94]3)=[CH:84][CH:85]=2)[CH:77]=1. Given the reactants N1(CCOC2C=CC(C#N)=CC=2)CCCCC1.[H-].[Al+3].[Li+].[H-].[H-].[H-].N1(CCOC2C=CC(CN)=CC=2)CCCCC1.FC(F)(F)S(OC1C=C(OC)C=CC=1CC1CCC2C(=CC=C(OC)C=2)C1)(=O)=O.C[O:71][C:72]1[CH:73]=[CH:74][C:75]([CH2:95][CH:96]2[CH2:105][CH2:104][C:103]3[C:98](=[CH:99][CH:100]=[C:101]([O:106]C)[CH:102]=3)[CH2:97]2)=[C:76]([NH:78][CH2:79][C:80]2[CH:85]=[CH:84][C:83]([O:86][CH2:87][CH2:88][N:89]3[CH2:94][CH2:93][CH2:92][CH2:91][CH2:90]3)=[CH:82][CH:81]=2)[CH:77]=1, predict the reaction product. (6) Given the reactants [CH:1]1([N:4]([CH3:13])[S:5]([N:8]2[CH:12]=[CH:11][N:10]=[CH:9]2)(=[O:7])=[O:6])[CH2:3][CH2:2]1.[O:14](C)[S:15]([C:18]([F:21])([F:20])[F:19])(=[O:17])=[O:16], predict the reaction product. The product is: [F:19][C:18]([F:21])([F:20])[S:15]([O-:17])(=[O:16])=[O:14].[CH:1]1([N:4]([CH3:13])[S:5]([N:8]2[CH:12]=[CH:11][N+:10]([CH3:18])=[CH:9]2)(=[O:6])=[O:7])[CH2:3][CH2:2]1. (7) Given the reactants [NH2:1][C:2]1[N:3]=[C:4]([NH:17][CH:18]2[CH2:23][CH2:22][N:21]([C:24](=[O:32])[C:25]3[CH:30]=CC(I)=CC=3)[CH2:20][CH2:19]2)[S:5][C:6]=1[C:7]([C:9]1[C:14]([F:15])=[CH:13][CH:12]=[CH:11][C:10]=1[F:16])=[O:8].[NH2:33][C:34]1[N:35]=[C:36](NC2CCNCC2)SC=1C(C1C(F)=CC=CC=1F)=O.Cl.CN1C(C(Cl)=O)=CN=C1, predict the reaction product. The product is: [NH2:1][C:2]1[N:3]=[C:4]([NH:17][CH:18]2[CH2:19][CH2:20][N:21]([C:24]([C:25]3[N:35]([CH3:36])[CH:34]=[N:33][CH:30]=3)=[O:32])[CH2:22][CH2:23]2)[S:5][C:6]=1[C:7]([C:9]1[C:10]([F:16])=[CH:11][CH:12]=[CH:13][C:14]=1[F:15])=[O:8]. (8) Given the reactants [CH2:1]=[CH:2][CH2:3][CH2:4][CH2:5][CH2:6][CH2:7][CH2:8]C#C.C[N+]1([O-])[CH2:17][CH2:16][O:15]CC1.[OH:19]S([O-])=O.[Na+], predict the reaction product. The product is: [CH2:16]([OH:15])[CH:17]([OH:19])[CH2:8][CH2:7][CH2:6][CH2:5][CH2:4][CH2:3][C:2]#[CH:1].